From a dataset of Full USPTO retrosynthesis dataset with 1.9M reactions from patents (1976-2016). Predict the reactants needed to synthesize the given product. (1) Given the product [N+:13]([C:11]1[CH:12]=[C:3]2[C:2]([NH:16][C:17]3[CH:22]=[CH:21][CH:20]=[CH:19][CH:18]=3)=[C:7]([C:8]#[N:9])[CH:6]=[N:5][N:4]2[CH:10]=1)([O-:15])=[O:14], predict the reactants needed to synthesize it. The reactants are: Cl[C:2]1[C:3]2[N:4]([CH:10]=[C:11]([N+:13]([O-:15])=[O:14])[CH:12]=2)[N:5]=[CH:6][C:7]=1[C:8]#[N:9].[NH2:16][C:17]1[CH:22]=[CH:21][CH:20]=[CH:19][CH:18]=1.CCN(C(C)C)C(C)C. (2) Given the product [ClH:56].[ClH:56].[CH2:1]([O:8][C:9]1[CH:20]=[CH:19][CH:18]=[C:17]2[C:10]=1[NH:11][CH:12]=[C:13]2[CH2:14][CH2:15][NH:16][CH:31]1[CH2:30][CH2:29][C:28]([C:35]2[CH:36]=[CH:37][CH:38]=[CH:39][CH:40]=2)([N:27]([CH3:41])[CH3:26])[CH2:33][CH2:32]1)[C:2]1[CH:3]=[CH:4][CH:5]=[CH:6][CH:7]=1, predict the reactants needed to synthesize it. The reactants are: [CH2:1]([O:8][C:9]1[CH:20]=[CH:19][CH:18]=[C:17]2[C:10]=1[NH:11][CH:12]=[C:13]2[CH2:14][CH2:15][NH2:16])[C:2]1[CH:7]=[CH:6][CH:5]=[CH:4][CH:3]=1.C1COCC1.[CH3:26][N:27]([CH3:41])[C:28]1([C:35]2[CH:40]=[CH:39][CH:38]=[CH:37][CH:36]=2)[CH2:33][CH2:32][C:31](=O)[CH2:30][CH2:29]1.C(O[BH-](OC(=O)C)OC(=O)C)(=O)C.[Na+].[Cl:56]CCCl.